This data is from Reaction yield outcomes from USPTO patents with 853,638 reactions. The task is: Predict the reaction yield, written as a fraction of the theoretical maximum amount of product (1.0 means a 100% yield; for example, 0.34 means a 34% yield). (1) The catalyst is O1CCOCC1. The yield is 0.930. The product is [CH3:30][O:31][C:10]1[CH:9]=[C:8]([C:6]2[O:7][C:3]([CH:1]=[C:24]3[S:18][C:19](=[S:20])[NH:21][C:22]3=[O:23])=[CH:4][CH:5]=2)[CH:13]=[CH:12][C:11]=1[O:26][CH3:25]. The reactants are [CH:1]([C:3]1[O:7][C:6]([C:8]2[CH:9]=[C:10](NC(=O)C)[CH:11]=[CH:12][CH:13]=2)=[CH:5][CH:4]=1)=O.[S:18]1[CH2:24][C:22](=[O:23])[NH:21][C:19]1=[S:20].[CH2:25](CN)[OH:26].C[C:30](O)=[O:31]. (2) The reactants are F[C:2]1[N:7]=[C:6]([NH2:8])[CH:5]=[CH:4][CH:3]=1.[CH3:9][C@H:10]1[CH2:14][CH2:13][CH2:12][NH:11]1. The catalyst is O. The product is [CH3:9][C@H:10]1[CH2:14][CH2:13][CH2:12][N:11]1[C:2]1[N:7]=[C:6]([NH2:8])[CH:5]=[CH:4][CH:3]=1. The yield is 0.830. (3) The reactants are [CH2:1]([C:4]1[C:8]([CH2:9][CH2:10][CH2:11][OH:12])=[CH:7][N:6]([C:13]2[CH:18]=[CH:17][C:16]([C:19]([F:22])([F:21])[F:20])=[CH:15][N:14]=2)[N:5]=1)[CH2:2][CH3:3].O[C:24]1[C:28]([CH2:29][CH2:30][C:31]([O:33]C)=[O:32])=[CH:27][N:26]([CH3:35])[N:25]=1.C(P(CCCC)CCCC)CCC.N(C(N1CCCCC1)=O)=NC(N1CCCCC1)=O. The catalyst is O1CCCC1. The product is [CH3:35][N:26]1[CH:27]=[C:28]([CH2:29][CH2:30][C:31]([OH:33])=[O:32])[C:24]([O:12][CH2:11][CH2:10][CH2:9][C:8]2[C:4]([CH2:1][CH2:2][CH3:3])=[N:5][N:6]([C:13]3[CH:18]=[CH:17][C:16]([C:19]([F:21])([F:20])[F:22])=[CH:15][N:14]=3)[CH:7]=2)=[N:25]1. The yield is 0.730.